The task is: Predict the reaction yield, written as a fraction of the theoretical maximum amount of product (1.0 means a 100% yield; for example, 0.34 means a 34% yield).. This data is from Reaction yield outcomes from USPTO patents with 853,638 reactions. The reactants are [C:1]([O:5][C@@H:6]([C:11]1[C:40]([CH3:41])=[CH:39][C:38]2=[N:42][C:35]3=[CH:36][N:37]2[C:12]=1[N:13]1[CH2:48][CH2:47][C:16]([CH3:49])([O:17][CH2:18][CH:19]=[CH:20][CH2:21][C@H:22]([CH3:46])[O:23][C:24]2[CH:25]=[C:26]([CH3:45])[C:27]([F:44])=[CH:28][C:29]=2[C:30]2[CH:43]=[C:34]3[CH:33]=[CH:32][CH:31]=2)[CH2:15][CH2:14]1)[C:7]([O:9][CH3:10])=[O:8])([CH3:4])([CH3:3])[CH3:2].C(O[C@@H](C1C(C)=CC2=NC3=CN2C=1N1CCC(C)(OCCCC[C@H](C)OC2C=C(F)C=CC=2C2C=C3C=CC=2)CC1)C(OC)=O)(C)(C)C. No catalyst specified. The product is [C:1]([O:5][C@@H:6]([C:11]1[C:40]([CH3:41])=[CH:39][C:38]2=[N:42][C:35]3=[CH:36][N:37]2[C:12]=1[N:13]1[CH2:48][CH2:47][C:16]([CH3:49])([O:17][CH2:18][CH2:19][CH2:20][CH2:21][C@H:22]([CH3:46])[O:23][C:24]2[CH:25]=[C:26]([CH3:45])[C:27]([F:44])=[CH:28][C:29]=2[C:30]2[CH:43]=[C:34]3[CH:33]=[CH:32][CH:31]=2)[CH2:15][CH2:14]1)[C:7]([O:9][CH3:10])=[O:8])([CH3:4])([CH3:2])[CH3:3]. The yield is 0.940.